Task: Predict which catalyst facilitates the given reaction.. Dataset: Catalyst prediction with 721,799 reactions and 888 catalyst types from USPTO (1) Reactant: [N:1]([C:3]1[C:4]([NH2:12])=[N:5][C:6]([NH2:11])=[N:7][C:8]=1[O:9][CH3:10])=O.[ClH:13]. Product: [ClH:13].[ClH:13].[CH3:10][O:9][C:8]1[N:7]=[C:6]([NH2:11])[N:5]=[C:4]([NH2:12])[C:3]=1[NH2:1]. The catalyst class is: 29. (2) Reactant: CCN(C(C)C)C(C)C.C1C=CC2N(O)N=NC=2C=1.CCN=C=NCCCN(C)C.[N:31]1([C:36]2[CH:37]=[CH:38][C:39]3[N:40]([CH:42]=[C:43]([C:45]([OH:47])=O)[N:44]=3)[CH:41]=2)[CH:35]=[CH:34][CH:33]=[N:32]1.Cl.[NH2:49][CH2:50][C:51]([N:53]1[CH2:58][CH2:57][CH:56]([O:59][C:60]2[CH:65]=[CH:64][CH:63]=[CH:62][C:61]=2[Cl:66])[CH2:55][CH2:54]1)=[O:52]. Product: [Cl:66][C:61]1[CH:62]=[CH:63][CH:64]=[CH:65][C:60]=1[O:59][CH:56]1[CH2:55][CH2:54][N:53]([C:51](=[O:52])[CH2:50][NH:49][C:45]([C:43]2[N:44]=[C:39]3[CH:38]=[CH:37][C:36]([N:31]4[CH:35]=[CH:34][CH:33]=[N:32]4)=[CH:41][N:40]3[CH:42]=2)=[O:47])[CH2:58][CH2:57]1. The catalyst class is: 18. (3) Reactant: Cl[CH2:2][CH2:3][O:4][CH:5]1[CH:10]([NH:11][C:12](=[O:14])[CH3:13])[CH:9]([OH:15])[CH:8]([OH:16])[CH:7]([CH2:17][OH:18])[O:6]1.[N-:19]=[N+:20]=[N-:21].[Na+]. Product: [N:19]([CH2:2][CH2:3][O:4][CH:5]1[CH:10]([NH:11][C:12](=[O:14])[CH3:13])[CH:9]([OH:15])[CH:8]([OH:16])[CH:7]([CH2:17][OH:18])[O:6]1)=[N+:20]=[N-:21]. The catalyst class is: 3. (4) Reactant: [F:1][C:2]([F:24])([F:23])[C:3]1[CH:22]=[CH:21][CH:20]=[CH:19][C:4]=1[O:5][CH:6]1[CH2:10][CH2:9][N:8]([C:11]2[S:12][C:13]([C:16]([OH:18])=O)=[CH:14][N:15]=2)[CH2:7]1.C1C=CC2N(O)N=[N:31]C=2C=1.CN(C(ON1N=NC2C=CC=NC1=2)=[N+](C)C)C.F[P-](F)(F)(F)(F)F.[NH4+].[Cl-].CCN(C(C)C)C(C)C. Product: [F:23][C:2]([F:24])([F:1])[C:3]1[CH:22]=[CH:21][CH:20]=[CH:19][C:4]=1[O:5][CH:6]1[CH2:10][CH2:9][N:8]([C:11]2[S:12][C:13]([C:16]([NH2:31])=[O:18])=[CH:14][N:15]=2)[CH2:7]1. The catalyst class is: 3. (5) Reactant: [CH3:1][O:2][C:3](=[O:20])[C:4]1[CH:9]=[C:8]([C:10]([N:12]([CH2:16][CH2:17][CH3:18])[CH2:13][CH2:14][CH3:15])=[O:11])[CH:7]=[C:6](Br)[CH:5]=1.[N:21]1[C:30]2[C:25](=[CH:26][CH:27]=[CH:28][C:29]=2B(O)O)[CH:24]=[CH:23][CH:22]=1.C(=O)([O-])[O-].[Na+].[Na+]. Product: [CH2:13]([N:12]([CH2:16][CH2:17][CH3:18])[C:10]([C:8]1[CH:9]=[C:4]([CH:5]=[C:6]([C:29]2[CH:28]=[CH:27][CH:26]=[C:25]3[C:30]=2[N:21]=[CH:22][CH:23]=[CH:24]3)[CH:7]=1)[C:3]([O:2][CH3:1])=[O:20])=[O:11])[CH2:14][CH3:15]. The catalyst class is: 226. (6) Reactant: [NH2:1][C:2]1[N:9]=[CH:8][CH:7]=[CH:6][C:3]=1[CH:4]=O.N1CC[CH2:15][C@H:11]1[C:12](O)=O.CC(C)=O. Product: [CH3:15][C:11]1[CH:12]=[CH:4][C:3]2[C:2](=[N:9][CH:8]=[CH:7][CH:6]=2)[N:1]=1. The catalyst class is: 14. (7) Reactant: [F:1][C:2]1([F:23])[CH2:7][C:6]2([C:19]([O:21][CH3:22])=[O:20])[N:8](C(OCC3C=CC=CC=3)=O)[CH:3]1[CH2:4][CH2:5]2. Product: [F:23][C:2]1([F:1])[CH2:7][C:6]2([C:19]([O:21][CH3:22])=[O:20])[NH:8][CH:3]1[CH2:4][CH2:5]2. The catalyst class is: 19. (8) Reactant: C(OC([NH:8][C@:9]([CH3:29])([CH2:13][CH2:14][C:15]1[CH:20]=[CH:19][C:18]([O:21][CH2:22][CH2:23][CH2:24][CH2:25][CH2:26][CH2:27][CH3:28])=[CH:17][CH:16]=1)[C:10]([OH:12])=[O:11])=O)(C)(C)C.FC(F)(F)C(O)=O. Product: [NH2:8][C@:9]([CH3:29])([CH2:13][CH2:14][C:15]1[CH:16]=[CH:17][C:18]([O:21][CH2:22][CH2:23][CH2:24][CH2:25][CH2:26][CH2:27][CH3:28])=[CH:19][CH:20]=1)[C:10]([OH:12])=[O:11]. The catalyst class is: 2. (9) The catalyst class is: 125. Reactant: [CH3:1][N:2]([CH3:29])[CH2:3][CH2:4][NH:5][C:6]([C:8]1[C:21]2[C:12](=[N:13][C:14]3[C:19]([N:20]=2)=[C:18]2[CH:22]=[CH:23][CH:24]=[C:25]([O:26][CH3:27])[C:17]2=[CH:16][CH:15]=3)[CH:11]=[C:10](Cl)[CH:9]=1)=[O:7].[CH3:30][O-:31].[Na+]. Product: [CH3:1][N:2]([CH3:29])[CH2:3][CH2:4][NH:5][C:6]([C:8]1[C:21]2[C:12](=[N:13][C:14]3[C:19]([N:20]=2)=[C:18]2[CH:22]=[CH:23][CH:24]=[C:25]([O:26][CH3:27])[C:17]2=[CH:16][CH:15]=3)[CH:11]=[C:10]([O:31][CH3:30])[CH:9]=1)=[O:7].